This data is from Full USPTO retrosynthesis dataset with 1.9M reactions from patents (1976-2016). The task is: Predict the reactants needed to synthesize the given product. (1) Given the product [CH2:36]([N:28]([CH2:29][C:30]1[CH:35]=[CH:34][CH:33]=[CH:32][CH:31]=1)[CH:25]1[CH2:26][CH2:27][C@@H:23]([C:21]2[C:3]3=[C:4]4[CH:10]=[CH:9][NH:8][C:5]4=[N:6][CH:7]=[C:2]3[NH:44][N:43]=2)[CH2:24]1)[C:37]1[CH:42]=[CH:41][CH:40]=[CH:39][CH:38]=1, predict the reactants needed to synthesize it. The reactants are: Cl[C:2]1[C:3]([C:21]([CH:23]2[CH2:27][CH2:26][C@@H:25]([N:28]([CH2:36][C:37]3[CH:42]=[CH:41][CH:40]=[CH:39][CH:38]=3)[CH2:29][C:30]3[CH:35]=[CH:34][CH:33]=[CH:32][CH:31]=3)[CH2:24]2)=O)=[C:4]2[CH:10]=[CH:9][N:8]([Si](C(C)C)(C(C)C)C(C)C)[C:5]2=[N:6][CH:7]=1.[NH2:43][NH2:44].CC(O)=O.CC(C)([O-])C.[Na+]. (2) Given the product [NH2:7][CH2:8][C:9]1[CH:10]=[CH:11][C:12]([C:15]([NH:16][C:17]2[CH:26]=[CH:25][C:24]3[CH2:23][CH2:22][CH2:21][CH:20]([N:27]4[CH2:28][CH2:29][N:30]([CH3:33])[CH2:31][CH2:32]4)[C:19]=3[CH:18]=2)=[O:34])=[CH:13][CH:14]=1, predict the reactants needed to synthesize it. The reactants are: C(OC(=O)[NH:7][CH2:8][C:9]1[CH:14]=[CH:13][C:12]([C:15](=[O:34])[NH:16][C:17]2[CH:26]=[CH:25][C:24]3[CH2:23][CH2:22][CH2:21][CH:20]([N:27]4[CH2:32][CH2:31][N:30]([CH3:33])[CH2:29][CH2:28]4)[C:19]=3[CH:18]=2)=[CH:11][CH:10]=1)(C)(C)C.Cl.